From a dataset of NCI-60 drug combinations with 297,098 pairs across 59 cell lines. Regression. Given two drug SMILES strings and cell line genomic features, predict the synergy score measuring deviation from expected non-interaction effect. (1) Drug 1: CC12CCC(CC1=CCC3C2CCC4(C3CC=C4C5=CN=CC=C5)C)O. Drug 2: C1C(C(OC1N2C=NC3=C(N=C(N=C32)Cl)N)CO)O. Cell line: OVCAR-5. Synergy scores: CSS=12.3, Synergy_ZIP=-3.55, Synergy_Bliss=-0.439, Synergy_Loewe=-0.996, Synergy_HSA=-0.196. (2) Drug 1: CC1=C(C=C(C=C1)C(=O)NC2=CC(=CC(=C2)C(F)(F)F)N3C=C(N=C3)C)NC4=NC=CC(=N4)C5=CN=CC=C5. Drug 2: CC(C)CN1C=NC2=C1C3=CC=CC=C3N=C2N. Cell line: SF-268. Synergy scores: CSS=-1.05, Synergy_ZIP=11.7, Synergy_Bliss=16.4, Synergy_Loewe=-0.234, Synergy_HSA=1.67. (3) Drug 1: C1=NC2=C(N=C(N=C2N1C3C(C(C(O3)CO)O)F)Cl)N. Drug 2: CCN(CC)CCCC(C)NC1=C2C=C(C=CC2=NC3=C1C=CC(=C3)Cl)OC. Cell line: PC-3. Synergy scores: CSS=3.33, Synergy_ZIP=-1.68, Synergy_Bliss=-0.0541, Synergy_Loewe=-0.170, Synergy_HSA=-0.691. (4) Synergy scores: CSS=6.34, Synergy_ZIP=-0.342, Synergy_Bliss=2.72, Synergy_Loewe=-1.63, Synergy_HSA=-1.09. Cell line: BT-549. Drug 1: C1CCC(CC1)NC(=O)N(CCCl)N=O. Drug 2: CC(C1=C(C=CC(=C1Cl)F)Cl)OC2=C(N=CC(=C2)C3=CN(N=C3)C4CCNCC4)N. (5) Drug 1: CC1=C(C(CCC1)(C)C)C=CC(=CC=CC(=CC(=O)O)C)C. Drug 2: C1CN(CCN1C(=O)CCBr)C(=O)CCBr. Cell line: LOX IMVI. Synergy scores: CSS=31.4, Synergy_ZIP=-9.38, Synergy_Bliss=-0.961, Synergy_Loewe=0.419, Synergy_HSA=1.92. (6) Drug 1: COC1=CC(=CC(=C1O)OC)C2C3C(COC3=O)C(C4=CC5=C(C=C24)OCO5)OC6C(C(C7C(O6)COC(O7)C8=CC=CS8)O)O. Drug 2: C1C(C(OC1N2C=NC3=C(N=C(N=C32)Cl)N)CO)O. Cell line: HCT-15. Synergy scores: CSS=52.3, Synergy_ZIP=-1.33, Synergy_Bliss=-0.775, Synergy_Loewe=-2.26, Synergy_HSA=0.113. (7) Drug 1: CC12CCC(CC1=CCC3C2CCC4(C3CC=C4C5=CN=CC=C5)C)O. Drug 2: C1=CC=C(C(=C1)C(C2=CC=C(C=C2)Cl)C(Cl)Cl)Cl. Cell line: SF-268. Synergy scores: CSS=1.00, Synergy_ZIP=1.72, Synergy_Bliss=4.91, Synergy_Loewe=0.943, Synergy_HSA=2.53. (8) Synergy scores: CSS=0.649, Synergy_ZIP=2.96, Synergy_Bliss=3.38, Synergy_Loewe=-1.55, Synergy_HSA=-4.63. Drug 1: CNC(=O)C1=NC=CC(=C1)OC2=CC=C(C=C2)NC(=O)NC3=CC(=C(C=C3)Cl)C(F)(F)F. Cell line: OVCAR3. Drug 2: C1CC(=O)NC(=O)C1N2C(=O)C3=CC=CC=C3C2=O. (9) Drug 1: COC1=CC(=CC(=C1O)OC)C2C3C(COC3=O)C(C4=CC5=C(C=C24)OCO5)OC6C(C(C7C(O6)COC(O7)C8=CC=CS8)O)O. Drug 2: CC(C1=C(C=CC(=C1Cl)F)Cl)OC2=C(N=CC(=C2)C3=CN(N=C3)C4CCNCC4)N. Cell line: COLO 205. Synergy scores: CSS=32.8, Synergy_ZIP=-5.67, Synergy_Bliss=-9.89, Synergy_Loewe=-21.9, Synergy_HSA=-9.61.